From a dataset of Catalyst prediction with 721,799 reactions and 888 catalyst types from USPTO. Predict which catalyst facilitates the given reaction. (1) Reactant: [F:1][C:2]([F:15])([F:14])[S:3]([O:6]S(C(F)(F)F)(=O)=O)(=[O:5])=[O:4].[C:16]1([C:27]2[CH:32]=[CH:31][C:30](O)=[CH:29][CH:28]=2)([C:20]2[CH:25]=[CH:24][C:23]([OH:26])=[CH:22][CH:21]=2)[CH2:19][CH2:18][CH2:17]1.N1C=CC=CC=1.Cl. Product: [F:1][C:2]([F:15])([F:14])[S:3]([O:6][C:30]1[CH:29]=[CH:28][C:27]([C:16]2([C:20]3[CH:21]=[CH:22][C:23]([OH:26])=[CH:24][CH:25]=3)[CH2:19][CH2:18][CH2:17]2)=[CH:32][CH:31]=1)(=[O:5])=[O:4]. The catalyst class is: 23. (2) Reactant: Cl.[F:2][C:3]1([F:8])[CH2:7][CH2:6][NH:5][CH2:4]1.C=O.C([N:13]([CH2:16][CH3:17])[CH2:14][CH3:15])C.[N+](C1C=[CH:26][C:23]([C:24]#[N:25])=[CH:22][CH:21]=1)#[C-].C[Si]([N:32]=[N+:33]=[N-:34])(C)C. Product: [F:2][C:3]1([F:8])[CH2:7][CH2:6][N:5]([CH2:17][C:16]2[N:13]([C:14]3[CH:15]=[CH:26][C:23]([C:24]#[N:25])=[CH:22][CH:21]=3)[N:34]=[N:33][N:32]=2)[CH2:4]1. The catalyst class is: 5. (3) Reactant: O1C2C=CC(C3(C(NC4C=CC(C(O)C5C=CC=CC=5OC)=CN=4)=O)CC3)=CC=2OC1.[O:32]1[C:36]2[CH:37]=[CH:38][C:39]([C:41]3([C:44]([NH:46][C:47]4[CH:52]=[CH:51][C:50]([CH:53]([O:62][CH2:63][CH2:64][CH2:65]O)[C:54]5[CH:59]=[CH:58][CH:57]=[CH:56][C:55]=5[O:60][CH3:61])=[CH:49][N:48]=4)=[O:45])[CH2:43][CH2:42]3)=[CH:40][C:35]=2[O:34][CH2:33]1. Product: [O:32]1[C:36]2[CH:37]=[CH:38][C:39]([C:41]3([C:44]([NH:46][C:47]4[CH:52]=[CH:51][C:50]([CH:53]([C:54]5[CH:59]=[CH:58][CH:57]=[CH:56][C:55]=5[O:60][CH3:61])[O:62][CH2:63][CH2:64][CH3:65])=[CH:49][N:48]=4)=[O:45])[CH2:43][CH2:42]3)=[CH:40][C:35]=2[O:34][CH2:33]1. The catalyst class is: 259. (4) Reactant: FC(F)(F)C(O)=O.C(O[C:13]([NH:15][CH:16]([CH2:18]/[CH:19]=[CH:20]/[C:21]1[CH:22]=[N:23][C:24]([NH2:28])=[C:25]([CH3:27])[CH:26]=1)[CH3:17])=O)(C)(C)C. Product: [CH3:13][NH:15][CH:16]([CH2:18]/[CH:19]=[CH:20]/[C:21]1[CH:22]=[N:23][C:24]([NH2:28])=[C:25]([CH3:27])[CH:26]=1)[CH3:17]. The catalyst class is: 520. (5) Reactant: [C:1]([NH:4][C:5]1[C:6]([N+:14]([O-])=O)=[C:7]([B:11]([OH:13])[OH:12])[CH:8]=[CH:9][CH:10]=1)(=[O:3])[CH3:2]. Product: [C:1]([NH:4][C:5]1[C:6]([NH2:14])=[C:7]([B:11]([OH:12])[OH:13])[CH:8]=[CH:9][CH:10]=1)(=[O:3])[CH3:2]. The catalyst class is: 50. (6) The catalyst class is: 11. Product: [Cl:14][C:7]1[N:6]=[C:5]([NH:3][CH2:1][CH3:2])[C:10]([N+:11]([O-:13])=[O:12])=[CH:9][CH:8]=1. Reactant: [CH2:1]([NH2:3])[CH3:2].Cl[C:5]1[C:10]([N+:11]([O-:13])=[O:12])=[CH:9][CH:8]=[C:7]([Cl:14])[N:6]=1.O.CCOC(C)=O. (7) Reactant: [NH2:1][C:2]1[CH:7]=[CH:6][C:5]([N:8]([CH2:16][CH2:17][N:18]2[CH:22]=[CH:21][CH:20]=[N:19]2)[C:9](=[O:15])[O:10][C:11]([CH3:14])([CH3:13])[CH3:12])=[CH:4][CH:3]=1.[Cl:23][C:24]1[CH:32]=[CH:31][C:27]([C:28](O)=[O:29])=[C:26]([N:33]([CH3:35])[CH3:34])[CH:25]=1.O.ON1C2C=CC=CC=2N=N1.Cl.CN(C)CCCN=C=NCC. Product: [Cl:23][C:24]1[CH:32]=[CH:31][C:27]([C:28]([NH:1][C:2]2[CH:7]=[CH:6][C:5]([N:8]([CH2:16][CH2:17][N:18]3[CH:22]=[CH:21][CH:20]=[N:19]3)[C:9](=[O:15])[O:10][C:11]([CH3:14])([CH3:12])[CH3:13])=[CH:4][CH:3]=2)=[O:29])=[C:26]([N:33]([CH3:35])[CH3:34])[CH:25]=1. The catalyst class is: 9. (8) Reactant: Br[C:2]1[CH:7]=[C:6]([C:8]([O:10][CH2:11][CH3:12])=[O:9])[N:5]=[C:4]([C:13]([O:15][CH2:16][CH3:17])=[O:14])[CH:3]=1.[IH:18].C([O-])(O)=O.[Na+]. Product: [I:18][C:2]1[CH:7]=[C:6]([C:8]([O:10][CH2:11][CH3:12])=[O:9])[N:5]=[C:4]([C:13]([O:15][CH2:16][CH3:17])=[O:14])[CH:3]=1. The catalyst class is: 14.